Dataset: Catalyst prediction with 721,799 reactions and 888 catalyst types from USPTO. Task: Predict which catalyst facilitates the given reaction. Reactant: [CH3:1][O:2][C:3]1[CH:27]=[CH:26][C:6]([C:7]([CH:9]2[CH2:14][CH2:13][N:12]([C:15]([C:17]3[CH:25]=[CH:24][C:20]([C:21](O)=[O:22])=[CH:19][N:18]=3)=[O:16])[CH2:11][CH2:10]2)=[O:8])=[CH:5][CH:4]=1.[F:28][C:29]([F:45])([F:44])[CH:30]1[CH:35]([NH2:36])[CH2:34][CH2:33][N:32]([C:37]([O:39][C:40]([CH3:43])([CH3:42])[CH3:41])=[O:38])[CH2:31]1.C(N(CC)CC)C.CN(C(ON1N=NC2C=CC=NC1=2)=[N+](C)C)C.F[P-](F)(F)(F)(F)F. Product: [CH3:1][O:2][C:3]1[CH:4]=[CH:5][C:6]([C:7]([CH:9]2[CH2:10][CH2:11][N:12]([C:15]([C:17]3[CH:25]=[CH:24][C:20]([C:21]([NH:36][C@H:35]4[CH2:34][CH2:33][N:32]([C:37]([O:39][C:40]([CH3:41])([CH3:42])[CH3:43])=[O:38])[CH2:31][C@H:30]4[C:29]([F:28])([F:44])[F:45])=[O:22])=[CH:19][N:18]=3)=[O:16])[CH2:13][CH2:14]2)=[O:8])=[CH:26][CH:27]=1. The catalyst class is: 9.